Dataset: Full USPTO retrosynthesis dataset with 1.9M reactions from patents (1976-2016). Task: Predict the reactants needed to synthesize the given product. (1) Given the product [C:43]([N:40]1[CH2:39][CH2:38][N:37]([C:34]2[CH:35]=[CH:36][C:31]([NH:30][C:2]3[C:3]4[NH:20][N:19]=[CH:18][C:4]=4[N:5]=[C:6]([C:8]4[CH:9]=[C:10]([S:14]([NH2:17])(=[O:15])=[O:16])[CH:11]=[CH:12][CH:13]=4)[N:7]=3)=[CH:32][CH:33]=2)[CH2:42][CH2:41]1)(=[O:45])[CH3:44], predict the reactants needed to synthesize it. The reactants are: Cl[C:2]1[C:3]2[C:4](=[CH:18][N:19](CC3C=CC(OC)=CC=3)[N:20]=2)[N:5]=[C:6]([C:8]2[CH:9]=[C:10]([S:14]([NH2:17])(=[O:16])=[O:15])[CH:11]=[CH:12][CH:13]=2)[N:7]=1.[NH2:30][C:31]1[CH:36]=[CH:35][C:34]([N:37]2[CH2:42][CH2:41][N:40]([C:43](=[O:45])[CH3:44])[CH2:39][CH2:38]2)=[CH:33][CH:32]=1.Cl. (2) Given the product [Br-:6].[Br-:6].[O:10]=[C:8]([CH2:7][S+:1]1[CH2:5][CH2:4][CH2:3][CH2:2]1)[CH2:9][S+:1]1[CH2:5][CH2:4][CH2:3][CH2:2]1, predict the reactants needed to synthesize it. The reactants are: [S:1]1[CH2:5][CH2:4][CH2:3][CH2:2]1.[Br:6][CH:7](Br)[C:8](=[O:10])[CH3:9].